This data is from Catalyst prediction with 721,799 reactions and 888 catalyst types from USPTO. The task is: Predict which catalyst facilitates the given reaction. (1) Reactant: [I:1][C:2]1[CH:14]=C[C:12]2[C:11]3[C:6](=[CH:7][C:8]([I:15])=[CH:9][CH:10]=3)C[C:4]=2[CH:3]=1.IC.[CH3:18][C:19]([O-])([CH3:21])[CH3:20].[Na+].O. Product: [CH3:18][C:19]1([CH3:21])[C:10]2[CH:9]=[C:8]([I:15])[CH:7]=[CH:6][C:11]=2[C:12]2[C:20]1=[CH:14][C:2]([I:1])=[CH:3][CH:4]=2. The catalyst class is: 3. (2) The catalyst class is: 5. Product: [Cl:2][C:3]1[C:4]([OH:31])=[CH:5][C:6]([OH:27])=[C:7]([CH:26]=1)[C:8]([N:10]1[CH2:18][C:17]2[C:12](=[CH:13][CH:14]=[CH:15][CH:16]=2)[CH:11]1[C:19]([NH:21][CH2:22][CH2:23][N+:24]#[C-:25])=[O:20])=[O:9]. Reactant: Cl.[Cl:2][C:3]1[C:4]([O:31]COC)=[CH:5][C:6]([O:27]COC)=[C:7]([CH:26]=1)[C:8]([N:10]1[CH2:18][C:17]2[C:12](=[CH:13][CH:14]=[CH:15][CH:16]=2)[CH:11]1[C:19]([NH:21][CH2:22][CH2:23][N+:24]#[C-:25])=[O:20])=[O:9].C([O-])(O)=O.[Na+]. (3) Reactant: [CH3:1][O:2][C:3]1[C:8]([O:9][CH3:10])=[CH:7][C:6]([CH:11]([O:20]C(=O)C(Cl)(Cl)Cl)[C:12]2[CH:17]=[CH:16][CH:15]=[C:14]([O:18][CH3:19])[CH:13]=2)=[C:5]([N+:27]([O-])=[O:28])[CH:4]=1.[CH3:30][O:31][C:32]1[C:37]([O:38][CH3:39])=[CH:36][C:35]([CH:40]([O:47]C(=O)C(Cl)(Cl)Cl)[C:41]2[CH:46]=[CH:45][CH:44]=[CH:43][CH:42]=2)=[C:34]([N+:54]([O-])=[O:55])[CH:33]=1. Product: [CH3:1][O:2][C:3]1[C:8]([O:9][CH3:10])=[CH:7][C:6]([C:11]([C:12]2[CH:17]=[CH:16][CH:15]=[C:14]([O:18][CH3:19])[CH:13]=2)=[O:20])=[C:5]([N:27]=[O:28])[CH:4]=1.[CH3:30][O:31][C:32]1[C:37]([O:38][CH3:39])=[CH:36][C:35]([C:40]([C:41]2[CH:46]=[CH:45][CH:44]=[CH:43][CH:42]=2)=[O:47])=[C:34]([N:54]=[O:55])[CH:33]=1. The catalyst class is: 10. (4) The catalyst class is: 9. Reactant: [CH2:1]([N:5]1[C:13]2[C:12](=[O:14])[N:11]([CH2:15][C:16]3[CH:21]=[CH:20][CH:19]=[CH:18][C:17]=3[C:22]#[N:23])[C:10](Cl)=[N:9][C:8]=2[N:7]=[C:6]1[N:25]1[CH2:30][CH2:29][N:28]([C:31]([O:33][C:34]([CH3:37])([CH3:36])[CH3:35])=[O:32])[CH2:27][CH2:26]1)[C:2]#[C:3][CH3:4].[CH3:38][NH:39][CH3:40]. Product: [CH2:1]([N:5]1[C:13]2[C:12](=[O:14])[N:11]([CH2:15][C:16]3[CH:21]=[CH:20][CH:19]=[CH:18][C:17]=3[C:22]#[N:23])[C:10]([N:39]([CH3:40])[CH3:38])=[N:9][C:8]=2[N:7]=[C:6]1[N:25]1[CH2:30][CH2:29][N:28]([C:31]([O:33][C:34]([CH3:37])([CH3:36])[CH3:35])=[O:32])[CH2:27][CH2:26]1)[C:2]#[C:3][CH3:4]. (5) Reactant: CN(C)C.[CH2:5]([C:7]1[CH:12]=[C:11]([CH3:13])[CH:10]=[C:9]([CH2:14][CH3:15])[C:8]=1[C:16]1[C:17](=[O:30])[CH:18]2[CH:22]([C:23]=1[OH:24])[CH2:21][CH:20]([CH:25]([O:28][CH3:29])[O:26][CH3:27])[CH2:19]2)[CH3:6].Cl[C:32]([O:34][CH2:35][CH3:36])=[O:33]. Product: [C:32](=[O:33])([O:34][CH2:35][CH3:36])[O:30][C:17]1[CH:18]2[CH:22]([CH2:21][CH:20]([CH:25]([O:26][CH3:27])[O:28][CH3:29])[CH2:19]2)[C:23](=[O:24])[C:16]=1[C:8]1[C:9]([CH2:14][CH3:15])=[CH:10][C:11]([CH3:13])=[CH:12][C:7]=1[CH2:5][CH3:6]. The catalyst class is: 4. (6) Reactant: Cl[C:2]1[CH:10]=[N:9][CH:8]=[C:7]([Cl:11])[C:3]=1[C:4]([OH:6])=[O:5].[H-].[Na+].[C:14]1([CH2:20][OH:21])[CH:19]=[CH:18][CH:17]=[CH:16][CH:15]=1. Product: [CH2:20]([O:21][C:2]1[CH:10]=[N:9][CH:8]=[C:7]([Cl:11])[C:3]=1[C:4]([OH:6])=[O:5])[C:14]1[CH:19]=[CH:18][CH:17]=[CH:16][CH:15]=1. The catalyst class is: 264.